From a dataset of Forward reaction prediction with 1.9M reactions from USPTO patents (1976-2016). Predict the product of the given reaction. (1) Given the reactants C[O:2][C:3]1[N:12]=[C:11]([C:13]2[CH:18]=[CH:17][C:16]([C:19]([F:22])([F:21])[F:20])=[CH:15][C:14]=2[O:23][CH3:24])[C:10]2[C:5](=[CH:6][C:7]([S:25]([NH:28][C:29]3[S:30][CH:31]=[CH:32][N:33]=3)(=[O:27])=[O:26])=[CH:8][CH:9]=2)[N:4]=1.C(Cl)(=O)C, predict the reaction product. The product is: [NH4+:4].[OH-:2].[CH3:24][O:23][C:14]1[CH:15]=[C:16]([C:19]([F:22])([F:20])[F:21])[CH:17]=[CH:18][C:13]=1[C:11]1[C:10]2[C:5](=[CH:6][C:7]([S:25]([NH:28][C:29]3[S:30][CH:31]=[CH:32][N:33]=3)(=[O:26])=[O:27])=[CH:8][CH:9]=2)[NH:4][C:3](=[O:2])[N:12]=1. (2) Given the reactants [N:1]1[CH:6]=[CH:5][CH:4]=[C:3](B(O)O)[CH:2]=1.I[C:11]1[C:19]2[C:14](=[N:15][CH:16]=[N:17][C:18]=2[NH2:20])[N:13]([CH:21]([CH3:23])[CH3:22])[N:12]=1.C([O-])([O-])=O.[Na+].[Na+], predict the reaction product. The product is: [CH:21]([N:13]1[C:14]2=[N:15][CH:16]=[N:17][C:18]([NH2:20])=[C:19]2[C:11]([C:3]2[CH:2]=[N:1][CH:6]=[CH:5][CH:4]=2)=[N:12]1)([CH3:23])[CH3:22]. (3) Given the reactants [CH3:1][N:2]([C:4]([O:8][N:9]1[N:17]=[N:16][C:11]2[CH:12]=[CH:13][CH:14]=[N:15][C:10]1=2)=[N+:5]([CH3:7])[CH3:6])[CH3:3].[F:18][P-:19]([F:24])([F:23])([F:22])([F:21])[F:20].CCN(C(C)C)C(C)C, predict the reaction product. The product is: [CH3:7][N:5]([C:4]([O:8][N:9]1[N:17]=[N:16][C:11]2[CH:12]=[CH:13][CH:14]=[N:15][C:10]1=2)=[N+:2]([CH3:3])[CH3:1])[CH3:6].[F:18][P-:19]([F:24])([F:23])([F:22])([F:21])[F:20].[CH:13]1[CH:14]=[N:15][C:10]2[N:9]([OH:8])[N:17]=[N:16][C:11]=2[CH:12]=1. (4) Given the reactants [CH3:1][O:2][C:3]([CH:5]1[CH2:9][C:8]2[CH:10]=[C:11]([O:14][CH3:15])[CH:12]=[CH:13][C:7]=2[O:6]1)=[O:4].[CH3:16]N(P(N(C)C)(N(C)C)=O)C.[Li+].C[Si]([N-][Si](C)(C)C)(C)C.CI, predict the reaction product. The product is: [CH3:1][O:2][C:3]([C:5]1([CH3:16])[CH2:9][C:8]2[CH:10]=[C:11]([O:14][CH3:15])[CH:12]=[CH:13][C:7]=2[O:6]1)=[O:4]. (5) Given the reactants [K+].C(OC([NH:9][C:10]([CH3:19])(/[CH:14]=[CH:15]\[CH2:16][C:17]#[N:18])[C:11]([O-:13])=[O:12])=O)(C)(C)C.[ClH:20], predict the reaction product. The product is: [ClH:20].[NH2:9][C:10]([CH3:19])(/[CH:14]=[CH:15]\[CH2:16][C:17]#[N:18])[C:11]([OH:13])=[O:12]. (6) The product is: [CH2:1]([C:3]1[S:4][C:5]([CH2:8][OH:9])=[CH:6][N:7]=1)[CH3:2]. Given the reactants [CH2:1]([C:3]1[S:4][C:5]([C:8](OCC)=[O:9])=[CH:6][N:7]=1)[CH3:2].[H-].[H-].[H-].[H-].[Li+].[Al+3], predict the reaction product.